Dataset: Reaction yield outcomes from USPTO patents with 853,638 reactions. Task: Predict the reaction yield, written as a fraction of the theoretical maximum amount of product (1.0 means a 100% yield; for example, 0.34 means a 34% yield). (1) The reactants are [CH3:1][O:2][CH2:3][CH:4]1[CH2:8][N:7]([C:9](OC(C)(C)C)=[O:10])[CH:6]([C:16]2[NH:20][C:19]3[C:21]4[C:26]([CH:27]=[CH:28][C:18]=3[N:17]=2)=[CH:25][C:24]2[C:29]3[C:34]([CH2:35][O:36][C:23]=2[CH:22]=4)=[CH:33][C:32]([B:37]2[O:41][C:40]([CH3:43])([CH3:42])[C:39]([CH3:45])([CH3:44])[O:38]2)=[CH:31][CH:30]=3)[CH2:5]1.Cl.[CH3:47][O:48][C@H:49]([CH3:59])[C@H:50]([NH:54][C:55]([O:57][CH3:58])=[O:56])C(O)=O.CN(C(ON1N=NC2C=CC=NC1=2)=[N+](C)C)C.F[P-](F)(F)(F)(F)F.CCN(C(C)C)C(C)C. The catalyst is C(Cl)Cl.CO. The product is [CH3:1][O:2][CH2:3][CH:4]1[CH2:8][N:7]([C:9](=[O:10])[CH:50]([NH:54][C:55](=[O:56])[O:57][CH3:58])[CH:49]([O:48][CH3:47])[CH3:59])[CH:6]([C:16]2[NH:20][C:19]3[C:21]4[C:26]([CH:27]=[CH:28][C:18]=3[N:17]=2)=[CH:25][C:24]2[C:29]3[C:34]([CH2:35][O:36][C:23]=2[CH:22]=4)=[CH:33][C:32]([B:37]2[O:38][C:39]([CH3:45])([CH3:44])[C:40]([CH3:42])([CH3:43])[O:41]2)=[CH:31][CH:30]=3)[CH2:5]1. The yield is 0.920. (2) The reactants are [C:1]([C:5]1[N:10]=[C:9]([N:11]2[CH2:16][CH2:15][O:14][CH2:13][CH2:12]2)[C:8]([C:17]([O:19]CC)=[O:18])=[CH:7][N:6]=1)([CH3:4])([CH3:3])[CH3:2].O[Li].O. The catalyst is C1COCC1.CCO.O. The product is [C:1]([C:5]1[N:10]=[C:9]([N:11]2[CH2:12][CH2:13][O:14][CH2:15][CH2:16]2)[C:8]([C:17]([OH:19])=[O:18])=[CH:7][N:6]=1)([CH3:4])([CH3:2])[CH3:3]. The yield is 0.460. (3) The catalyst is [Cu]I.CCCCCC.C(OCC)(=O)C.C(O)CCC. The reactants are [O-]P([O-])([O-])=O.[K+].[K+].[K+].[CH3:9][NH:10][CH2:11][C:12]1[CH:17]=[CH:16][CH:15]=[CH:14][CH:13]=1.I[C:19]1[CH:24]=[CH:23][CH:22]=[CH:21][CH:20]=1.C(O)CO. The product is [CH3:9][N:10]([CH2:11][C:12]1[CH:17]=[CH:16][CH:15]=[CH:14][CH:13]=1)[C:19]1[CH:24]=[CH:23][CH:22]=[CH:21][CH:20]=1. The yield is 0.740. (4) The reactants are [CH:1]([N:4]1[C:8]([C:9]2[N:18]=[C:17]3[N:11]([CH2:12][CH2:13][O:14][C:15]4[CH:22]=[C:21](O)[N:20]=[CH:19][C:16]=43)[CH:10]=2)=[N:7][CH:6]=[N:5]1)([CH3:3])[CH3:2].Cl.N1CCC[C@@H]1C[OH:28].CC[N:34]([CH:38]([CH3:40])C)[CH:35]([CH3:37])C. No catalyst specified. The product is [CH:1]([N:4]1[C:8]([C:9]2[N:18]=[C:17]3[C:16]4[CH:19]=[N:20][C:21]([N:34]5[CH2:35][CH2:37][C@@H:40]([OH:28])[CH2:38]5)=[CH:22][C:15]=4[O:14][CH2:13][CH2:12][N:11]3[CH:10]=2)=[N:7][CH:6]=[N:5]1)([CH3:3])[CH3:2]. The yield is 0.340. (5) The reactants are C(N(CC)CC)C.[Cl:8][C:9]1[C:10]([N:15]2[CH:19]([C:20]([O:22][CH2:23][CH3:24])=[O:21])[CH2:18][C:17](=[O:25])[NH:16]2)=[N:11][CH:12]=[CH:13][CH:14]=1.[C:26]1([CH3:36])[CH:31]=[CH:30][C:29]([S:32](Cl)(=[O:34])=[O:33])=[CH:28][CH:27]=1. The catalyst is ClCCl.C1(C)C=CC(S(Cl)(=O)=O)=CC=1.C(N(CC)CC)C. The product is [Cl:8][C:9]1[C:10]([N:15]2[CH:19]([C:20]([O:22][CH2:23][CH3:24])=[O:21])[CH2:18][C:17]([O:25][S:32]([C:29]3[CH:30]=[CH:31][C:26]([CH3:36])=[CH:27][CH:28]=3)(=[O:34])=[O:33])=[N:16]2)=[N:11][CH:12]=[CH:13][CH:14]=1. The yield is 0.870.